From a dataset of Catalyst prediction with 721,799 reactions and 888 catalyst types from USPTO. Predict which catalyst facilitates the given reaction. (1) Reactant: [CH3:1][O:2][CH2:3][C:4]([OH:6])=O.CN(C(ON1N=NC2C=CC=NC1=2)=[N+](C)C)C.F[P-](F)(F)(F)(F)F.CCN(C(C)C)C(C)C.[OH:40][C:41]([C:43]([F:46])([F:45])[F:44])=[O:42].[F:47][CH:48]([F:77])[CH2:49][NH:50][C:51]1[N:56]=[C:55]2[CH:57]([CH3:61])[NH:58][CH2:59][CH2:60][C:54]2=[N:53][C:52]=1[N:62]1[CH2:67][CH2:66][CH:65]([O:68][C:69]2[CH:74]=[CH:73][C:72]([F:75])=[CH:71][C:70]=2[F:76])[CH2:64][CH2:63]1. Product: [F:77][CH:48]([F:47])[CH2:49][NH:50][C:51]1[N:56]=[C:55]2[CH:57]([CH3:61])[N:58]([C:4](=[O:6])[CH2:3][O:2][CH3:1])[CH2:59][CH2:60][C:54]2=[N:53][C:52]=1[N:62]1[CH2:67][CH2:66][CH:65]([O:68][C:69]2[CH:74]=[CH:73][C:72]([F:75])=[CH:71][C:70]=2[F:76])[CH2:64][CH2:63]1.[C:41]([OH:42])([C:43]([F:46])([F:45])[F:44])=[O:40]. The catalyst class is: 85. (2) Reactant: C(OC([N:8]1[CH2:13][CH2:12][C:11]([NH:29][C:30](=[O:41])/[CH:31]=[CH:32]/[C:33]2[CH:38]=[CH:37][C:36]([F:39])=[C:35]([Br:40])[CH:34]=2)([C:14](=[O:28])[NH:15][CH2:16][CH2:17][C:18]2[C:26]3[C:21](=[CH:22][CH:23]=[C:24]([F:27])[CH:25]=3)[NH:20][CH:19]=2)[CH2:10][CH2:9]1)=O)(C)(C)C.FC(F)(F)C(O)=O.C([O-])(O)=O.[Na+].[OH-].[Na+]. Product: [Br:40][C:35]1[CH:34]=[C:33](/[CH:32]=[CH:31]/[C:30]([NH:29][C:11]2([C:14]([NH:15][CH2:16][CH2:17][C:18]3[C:26]4[C:21](=[CH:22][CH:23]=[C:24]([F:27])[CH:25]=4)[NH:20][CH:19]=3)=[O:28])[CH2:12][CH2:13][NH:8][CH2:9][CH2:10]2)=[O:41])[CH:38]=[CH:37][C:36]=1[F:39]. The catalyst class is: 2. (3) Reactant: CC(C)(CC(=O)[NH:9][NH:10][C:11]([C:13]1[S:14][CH:15]=[C:16]([CH2:18][O:19][CH2:20][O:21][CH2:22][CH2:23][Si:24]([CH3:27])([CH3:26])[CH3:25])[N:17]=1)=[O:12])C(OC)=O.[OH:30][C:31]([CH3:36])([CH3:35])[C:32](O)=[O:33].CN(C(ON1N=NC2C=CC=NC1=2)=[N+](C)C)C.F[P-](F)(F)(F)(F)F.C(#N)C. Product: [OH:30][C:31]([CH3:36])([CH3:35])[C:32]([NH:9][NH:10][C:11]([C:13]1[S:14][CH:15]=[C:16]([CH2:18][O:19][CH2:20][O:21][CH2:22][CH2:23][Si:24]([CH3:27])([CH3:26])[CH3:25])[N:17]=1)=[O:12])=[O:33]. The catalyst class is: 6. (4) Product: [CH:10]1[C:11]2[N:12]([CH2:17][C:18]([O:20][CH2:21][CH3:22])=[O:19])[C:13]3[C:5](=[CH:4][CH:3]=[CH:2][CH:1]=3)[C:6]=2[CH:7]=[CH:8][CH:9]=1. Reactant: [CH:1]1[C:13]2[NH:12][C:11]3[C:6](=[CH:7][CH:8]=[CH:9][CH:10]=3)[C:5]=2[CH:4]=[CH:3][CH:2]=1.[H-].[Na+].Br[CH2:17][C:18]([O:20][CH2:21][CH3:22])=[O:19].O. The catalyst class is: 3. (5) Reactant: [Br:1][C:2]1[C:7]([CH:8]=O)=[C:6](F)[C:5]([F:11])=[CH:4][CH:3]=1.[NH2:12][NH2:13]. Product: [Br:1][C:2]1[CH:3]=[CH:4][C:5]([F:11])=[C:6]2[C:7]=1[CH:8]=[N:12][NH:13]2. The catalyst class is: 216.